Task: Predict the reactants needed to synthesize the given product.. Dataset: Full USPTO retrosynthesis dataset with 1.9M reactions from patents (1976-2016) (1) Given the product [N:14]([CH2:2][C@@H:3]([CH2:10][CH:11]([CH3:13])[CH3:12])[CH2:4][C:5]([O:7][CH2:8][CH3:9])=[O:6])=[N+:15]=[N-:16], predict the reactants needed to synthesize it. The reactants are: Br[CH2:2][C@@H:3]([CH2:10][CH:11]([CH3:13])[CH3:12])[CH2:4][C:5]([O:7][CH2:8][CH3:9])=[O:6].[N-:14]=[N+:15]=[N-:16].[Na+]. (2) Given the product [OH:22][CH2:21][C:17]1[C:16]2[N:15]([N:14]=[C:31]([CH3:32])[C:30]=2[C:29]([O:34][CH2:35][CH3:36])=[O:33])[CH:20]=[CH:19][CH:18]=1, predict the reactants needed to synthesize it. The reactants are: [N+](C1C=C([N+]([O-])=O)C=CC=1[O-])([O-])=O.[NH2:14][N+:15]1[CH:20]=[CH:19][CH:18]=[C:17]([CH2:21][OH:22])[CH:16]=1.C(=O)([O-])[O-].[K+].[K+].[C:29]([O:34][CH2:35][CH3:36])(=[O:33])[C:30]#[C:31][CH3:32].O. (3) Given the product [CH3:10][N:6]1[CH:7]=[CH:8][CH:9]=[C:5]1[C:3](=[O:4])[CH2:11][C:12]#[N:13], predict the reactants needed to synthesize it. The reactants are: CO[C:3]([C:5]1[N:6]([CH3:10])[CH:7]=[CH:8][CH:9]=1)=[O:4].[CH3:11][C:12]#[N:13].CC(C)([O-])C.[K+]. (4) Given the product [CH3:1][CH:2]([C:4]([Br:42])([C:11]1[CH:16]=[CH:15][CH:14]=[CH:13][CH:12]=1)[C:5](=[O:10])[CH2:6][CH2:7][CH2:8][CH3:9])[CH3:3], predict the reactants needed to synthesize it. The reactants are: [CH3:1][CH:2]([CH:4]([C:11]1[CH:16]=[CH:15][CH:14]=[CH:13][CH:12]=1)[C:5](=[O:10])[CH2:6][CH2:7][CH2:8][CH3:9])[CH3:3].C(OOC(=O)C1C=CC=CC=1)(=O)C1C=CC=CC=1.C1C(=O)N([Br:42])C(=O)C1. (5) Given the product [Br:1][C:21]1[C:20]2[C:15]([C:14]3[NH:13][S:12](=[O:25])(=[O:24])[N:11]([CH3:26])[CH:10]([C:7]4[CH:8]=[CH:9][C:4]([F:3])=[CH:5][CH:6]=4)[C:23]=3[CH:22]=1)=[N:16][CH:17]=[CH:18][CH:19]=2, predict the reactants needed to synthesize it. The reactants are: [Br:1]Br.[F:3][C:4]1[CH:9]=[CH:8][C:7]([CH:10]2[C:23]3[CH:22]=[CH:21][C:20]4[C:15](=[N:16][CH:17]=[CH:18][CH:19]=4)[C:14]=3[NH:13][S:12](=[O:25])(=[O:24])[N:11]2[CH3:26])=[CH:6][CH:5]=1. (6) Given the product [NH2:18][C:14]1[CH:15]=[CH:16][CH:17]=[C:2]([Cl:1])[C:3]=1[C:4]([NH:6][C:7]1[CH:12]=[CH:11][CH:10]=[CH:9][C:8]=1[CH3:13])=[O:5], predict the reactants needed to synthesize it. The reactants are: [Cl:1][C:2]1[CH:17]=[CH:16][CH:15]=[C:14]([N+:18]([O-])=O)[C:3]=1[C:4]([NH:6][C:7]1[CH:12]=[CH:11][CH:10]=[CH:9][C:8]=1[CH3:13])=[O:5].C([O-])=O.[NH4+]. (7) Given the product [F:28][C:29]1[CH:30]=[C:31]([CH2:36][C@@H:37]([C:38]2[C:43]([C:44]3[CH:53]=[CH:52][CH:51]=[C:50]4[C:45]=3[CH:46]=[CH:47][N:48]=[CH:49]4)=[CH:42][N:41]=[CH:40][N:39]=2)[NH2:54])[CH:32]=[C:33]([F:35])[CH:34]=1, predict the reactants needed to synthesize it. The reactants are: N[C@H](C1C(C2C=CC(F)=C(C=2)C(N)=O)=CN=CN=1)CC1C=C(F)C=C(F)C=1.[F:28][C:29]1[CH:30]=[C:31]([CH2:36][C@H:37]([NH:54]C(=O)OC(C)(C)C)[C:38]2[C:43]([C:44]3[CH:53]=[CH:52][CH:51]=[C:50]4[C:45]=3[CH:46]=[CH:47][N:48]=[CH:49]4)=[CH:42][N:41]=[CH:40][N:39]=2)[CH:32]=[C:33]([F:35])[CH:34]=1.